Dataset: Blood-brain barrier permeability classification from the B3DB database. Task: Regression/Classification. Given a drug SMILES string, predict its absorption, distribution, metabolism, or excretion properties. Task type varies by dataset: regression for continuous measurements (e.g., permeability, clearance, half-life) or binary classification for categorical outcomes (e.g., BBB penetration, CYP inhibition). Dataset: b3db_classification. The molecule is CC[C@H](C)n1ncn(-c2ccc(N3CCN(c4ccc(OC[C@H]5CO[C@](Cn6cncn6)(c6ccc(Cl)cc6Cl)O5)cc4)CC3)cc2)c1=O. The result is 0 (does not penetrate BBB).